This data is from Reaction yield outcomes from USPTO patents with 853,638 reactions. The task is: Predict the reaction yield, written as a fraction of the theoretical maximum amount of product (1.0 means a 100% yield; for example, 0.34 means a 34% yield). (1) The reactants are [C:1]([C:3]1[C:4]2[S:25][C:24]([C:26]3[CH:31]=[CH:30][CH:29]=[CH:28][CH:27]=3)=[CH:23][C:5]=2[C:6]([O:9][C@H:10]2[CH2:15][CH2:14][CH2:13][N:12](C(OC(C)(C)C)=O)[CH2:11]2)=[N:7][CH:8]=1)#[N:2].Cl.[OH2:33]. The catalyst is CO. The product is [C:26]1([C:24]2[S:25][C:4]3[C:3]([C:1]([NH2:2])=[O:33])=[CH:8][N:7]=[C:6]([O:9][C@H:10]4[CH2:15][CH2:14][CH2:13][NH:12][CH2:11]4)[C:5]=3[CH:23]=2)[CH:31]=[CH:30][CH:29]=[CH:28][CH:27]=1. The yield is 0.960. (2) The reactants are [NH:1]1[C:5]2=[N:6][CH:7]=[C:8]([C:10]([O:12][CH3:13])=[O:11])[CH:9]=[C:4]2[CH:3]=[CH:2]1.C(=O)([O-])[O-].[K+].[K+].[I:20]I.S(=O)(O)[O-].[Na+]. The catalyst is CN(C)C=O.O. The product is [I:20][C:3]1[C:4]2[C:5](=[N:6][CH:7]=[C:8]([C:10]([O:12][CH3:13])=[O:11])[CH:9]=2)[NH:1][CH:2]=1. The yield is 0.730. (3) The reactants are C1(C(C2C=CC=CC=2)[N:8]2[C:16]3[C:11](=[CH:12][CH:13]=[CH:14][CH:15]=3)[C:10]3([C:20]4[CH:21]=[CH:22][C:23]([O:25][C@H:26]5[CH2:30][CH2:29][N:28]([C:31]([O:33][C:34]([CH3:37])([CH3:36])[CH3:35])=[O:32])[CH2:27]5)=[CH:24][C:19]=4[O:18][CH2:17]3)[C:9]2=[O:38])C=CC=CC=1. The catalyst is CO. The product is [O:38]=[C:9]1[C:10]2([C:20]3[CH:21]=[CH:22][C:23]([O:25][C@H:26]4[CH2:30][CH2:29][N:28]([C:31]([O:33][C:34]([CH3:37])([CH3:36])[CH3:35])=[O:32])[CH2:27]4)=[CH:24][C:19]=3[O:18][CH2:17]2)[C:11]2[C:16](=[CH:15][CH:14]=[CH:13][CH:12]=2)[NH:8]1. The yield is 0.700. (4) The reactants are [Cl:1][C:2]1[C:3]2C=CN[C:4]=2[N:5]=[CH:6][N:7]=1.[I:11][NH:12][C:13](=O)[CH2:14]CC(N)=O. No catalyst specified. The product is [Cl:1][C:2]1[C:3]2[N:12]([I:11])[CH2:13][CH2:14][C:4]=2[N:5]=[CH:6][N:7]=1. The yield is 0.950. (5) The reactants are [CH3:1][N:2]1[C:10]2[CH:9]=[C:8]([N:11]3[CH:16]=[CH:15][C:14]([C:17]4[CH:18]=[N:19][C:20]([CH3:23])=[CH:21][CH:22]=4)=[CH:13][C:12]3=[O:24])[CH:7]=[CH:6][C:5]=2[C:4]2[CH2:25][N:26](C(OC(C)(C)C)=O)[CH2:27][CH2:28][C:3]1=2.C1(N)C(F)=C(F)C(F)=C(N)C=1F.[ClH:48].Cl. No catalyst specified. The product is [ClH:48].[ClH:48].[CH3:1][N:2]1[C:10]2[CH:9]=[C:8]([N:11]3[CH:16]=[CH:15][C:14]([C:17]4[CH:18]=[N:19][C:20]([CH3:23])=[CH:21][CH:22]=4)=[CH:13][C:12]3=[O:24])[CH:7]=[CH:6][C:5]=2[C:4]2[CH2:25][NH:26][CH2:27][CH2:28][C:3]1=2. The yield is 0.290. (6) The reactants are CO[C:3](=O)[NH:4][CH2:5][CH2:6][CH:7]([C:14]1[CH:22]=[C:21]2[C:17]([CH:18]=[CH:19][NH:20]2)=[CH:16][CH:15]=1)[C:8]1[CH:13]=[CH:12][CH:11]=[CH:10][CH:9]=1.N1C2C(=CC(C(C3C=CC=CC=3)CCNC)=CC=2)C=C1. No catalyst specified. The product is [NH:20]1[C:21]2[C:17](=[CH:16][CH:15]=[C:14]([CH:7]([C:8]3[CH:13]=[CH:12][CH:11]=[CH:10][CH:9]=3)[CH2:6][CH2:5][NH:4][CH3:3])[CH:22]=2)[CH:18]=[CH:19]1. The yield is 0.240. (7) The product is [Br-:14].[C:12]([CH2:11][CH2:10][CH2:9][CH2:8][CH2:7][CH2:6][N:1]1[CH:5]=[CH:4][N+:3]([CH2:15][CH2:16][CH2:17][CH2:18][CH2:19][CH2:20][C:21]#[N:22])=[CH:2]1)#[N:13]. The reactants are [N:1]1([CH2:6][CH2:7][CH2:8][CH2:9][CH2:10][CH2:11][C:12]#[N:13])[CH:5]=[CH:4][N:3]=[CH:2]1.[Br:14][CH2:15][CH2:16][CH2:17][CH2:18][CH2:19][CH2:20][C:21]#[N:22]. The yield is 1.00. The catalyst is C(#N)C.